Dataset: Forward reaction prediction with 1.9M reactions from USPTO patents (1976-2016). Task: Predict the product of the given reaction. (1) Given the reactants [C:1]1([C:7]2[CH:15]=[C:10]3[CH:11]=[CH:12][CH:13]=[CH:14][N:9]3[N:8]=2)[CH:6]=[CH:5][CH:4]=[CH:3][CH:2]=1.C(O)(=O)C.[N:20]([O-])=[O:21].[Na+], predict the reaction product. The product is: [N:20]([C:15]1[C:7]([C:1]2[CH:2]=[CH:3][CH:4]=[CH:5][CH:6]=2)=[N:8][N:9]2[CH:14]=[CH:13][CH:12]=[CH:11][C:10]=12)=[O:21]. (2) The product is: [N:14]([CH2:8][C:7]1[CH:10]=[CH:11][C:4]([S:3][C:2]([F:13])([F:12])[F:1])=[CH:5][CH:6]=1)=[N+:15]=[N-:16]. Given the reactants [F:1][C:2]([F:13])([F:12])[S:3][C:4]1[CH:11]=[CH:10][C:7]([CH2:8]Br)=[CH:6][CH:5]=1.[N-:14]=[N+:15]=[N-:16].[Na+], predict the reaction product. (3) Given the reactants B(O)(O)[C@H]1N(C([C@@H](N)C(C)C)=O)CCC1.CS(O)(=O)=O.[CH3:21][N:22]([CH3:38])[CH2:23][C@H:24]([CH3:37])[C@@:25]([C:29]1[CH:34]=[CH:33][CH:32]=[C:31]([O:35][CH3:36])[CH:30]=1)([OH:28])[CH2:26][CH3:27].CN(C)C[C@H](C)[C@](C1C=CC=C(OC)C=1)(O)CC.[ClH:57], predict the reaction product. The product is: [ClH:57].[CH3:38][N:22]([CH3:21])[CH2:23][C@H:24]([CH3:37])[C@@:25]([C:29]1[CH:34]=[CH:33][CH:32]=[C:31]([O:35][CH3:36])[CH:30]=1)([OH:28])[CH2:26][CH3:27]. (4) Given the reactants [CH3:1][C:2]([CH3:58])([CH2:10][C:11]([O:13][C@H:14]1[CH2:31][CH2:30][C@@:29]2([CH3:32])[C@@H:16]([CH2:17][CH2:18][C@:19]3([CH3:55])[C@@H:28]2[CH2:27][CH2:26][C@H:25]2[C@@:20]3([CH3:54])[CH2:21][CH2:22][C@@:23]3(/[CH:40]=[CH:41]/[C:42]([NH:44][C@@H:45]([C:47]4[CH:52]=[CH:51][CH:50]=[C:49]([Cl:53])[CH:48]=4)[CH3:46])=[O:43])[CH2:35][C:34](=[O:36])[C:33]([CH:37]([CH3:39])[CH3:38])=[C:24]32)[C:15]1([CH3:57])[CH3:56])=[O:12])[C:3]([O:5]C(C)(C)C)=[O:4].C(O)(C(F)(F)F)=O, predict the reaction product. The product is: [Cl:53][C:49]1[CH:48]=[C:47]([C@H:45]([NH:44][C:42](=[O:43])/[CH:41]=[CH:40]/[C@:23]23[CH2:35][C:34](=[O:36])[C:33]([CH:37]([CH3:39])[CH3:38])=[C:24]2[C@@H:25]2[C@@:20]([CH3:54])([CH2:21][CH2:22]3)[C@@:19]3([CH3:55])[C@@H:28]([C@:29]4([CH3:32])[C@@H:16]([CH2:17][CH2:18]3)[C:15]([CH3:56])([CH3:57])[C@@H:14]([O:13][C:11](=[O:12])[CH2:10][C:2]([CH3:1])([CH3:58])[C:3]([OH:5])=[O:4])[CH2:31][CH2:30]4)[CH2:27][CH2:26]2)[CH3:46])[CH:52]=[CH:51][CH:50]=1.